Dataset: Catalyst prediction with 721,799 reactions and 888 catalyst types from USPTO. Task: Predict which catalyst facilitates the given reaction. (1) Reactant: [C:1]([O:5][C:6]([NH:8][CH2:9][C@H:10]1[CH2:15][CH2:14][C@H:13]([C:16]([NH:18][C@H:19]([C:37](=[O:50])[NH:38][C:39]2[CH:44]=[CH:43][C:42]([C:45]3[N:46]=[N:47][NH:48][N:49]=3)=[CH:41][CH:40]=2)[CH2:20][C:21]2[CH:26]=[CH:25][C:24]([C:27]3[CH:32]=[CH:31][C:30]([C:33](O)=[O:34])=[CH:29][C:28]=3[CH3:36])=[CH:23][CH:22]=2)=[O:17])[CH2:12][CH2:11]1)=[O:7])([CH3:4])([CH3:3])[CH3:2].[NH:51]1[CH2:55][CH2:54][CH2:53][CH2:52]1.F[P-](F)(F)(F)(F)F.CN(C(ON1C2=NC=CC=C2N=N1)=[N+](C)C)C.C(N(CC)C(C)C)(C)C. Product: [CH3:36][C:28]1[CH:29]=[C:30]([C:33]([N:51]2[CH2:55][CH2:54][CH2:53][CH2:52]2)=[O:34])[CH:31]=[CH:32][C:27]=1[C:24]1[CH:25]=[CH:26][C:21]([CH2:20][C@H:19]([NH:18][C:16]([C@H:13]2[CH2:12][CH2:11][C@H:10]([CH2:9][NH:8][C:6](=[O:7])[O:5][C:1]([CH3:3])([CH3:4])[CH3:2])[CH2:15][CH2:14]2)=[O:17])[C:37](=[O:50])[NH:38][C:39]2[CH:40]=[CH:41][C:42]([C:45]3[N:46]=[N:47][NH:48][N:49]=3)=[CH:43][CH:44]=2)=[CH:22][CH:23]=1. The catalyst class is: 213. (2) Reactant: [Cl:1][C:2]1[CH:7]=[C:6](/[CH:8]=[CH:9]/[CH:10]([C:15]2[CH:20]=[C:19]([Cl:21])[C:18]([Cl:22])=[C:17]([Cl:23])[CH:16]=2)[C:11]([F:14])([F:13])[F:12])[CH:5]=[CH:4][C:3]=1[CH2:24][NH2:25].Cl[C:27](=[O:32])[C:28]([O:30][CH3:31])=[O:29]. Product: [Cl:1][C:2]1[CH:7]=[C:6](/[CH:8]=[CH:9]/[CH:10]([C:15]2[CH:20]=[C:19]([Cl:21])[C:18]([Cl:22])=[C:17]([Cl:23])[CH:16]=2)[C:11]([F:14])([F:13])[F:12])[CH:5]=[CH:4][C:3]=1[CH2:24][NH:25][C:27](=[O:32])[C:28]([O:30][CH3:31])=[O:29]. The catalyst class is: 2. (3) Reactant: [CH3:1][O:2][C:3]1[CH:4]=[C:5]2[C:9](=[CH:10][CH:11]=1)[NH:8][CH:7]=[CH:6]2.[CH3:12][C:13]([O-])(C)[CH3:14].[K+].C(Br)C=C. Product: [CH2:14]([N:8]1[C:9]2[C:5](=[CH:4][C:3]([O:2][CH3:1])=[CH:11][CH:10]=2)[CH:6]=[CH:7]1)[CH:13]=[CH2:12]. The catalyst class is: 1. (4) Reactant: [C:1]([NH:5][S:6]([C:9]1[CH:18]=[CH:17][C:12]([C:13]([O:15]C)=[O:14])=[C:11]([Cl:19])[CH:10]=1)(=[O:8])=[O:7])([CH3:4])([CH3:3])[CH3:2].[OH-].[Na+]. Product: [C:1]([NH:5][S:6]([C:9]1[CH:18]=[CH:17][C:12]([C:13]([OH:15])=[O:14])=[C:11]([Cl:19])[CH:10]=1)(=[O:8])=[O:7])([CH3:4])([CH3:2])[CH3:3]. The catalyst class is: 5.